From a dataset of Reaction yield outcomes from USPTO patents with 853,638 reactions. Predict the reaction yield, written as a fraction of the theoretical maximum amount of product (1.0 means a 100% yield; for example, 0.34 means a 34% yield). (1) The reactants are [I-].ClC1C=CC=C[N+]=1C.CCN(C(C)C)C(C)C.[NH2:19][C:20]1[S:21][C:22]([C:25]([NH:27][C:28]2[S:29][CH:30]=[C:31]([C:33]3[CH:38]=[CH:37][C:36]([CH3:39])=[CH:35][CH:34]=3)[N:32]=2)=[O:26])=[CH:23][N:24]=1.[Br:40][C:41]1[S:42][C:43]([C:46](O)=[O:47])=[CH:44][N:45]=1. The catalyst is CN(C=O)C. The product is [Br:40][C:41]1[S:42][C:43]([C:46]([NH:19][C:20]2[S:21][C:22]([C:25](=[O:26])[NH:27][C:28]3[S:29][CH:30]=[C:31]([C:33]4[CH:38]=[CH:37][C:36]([CH3:39])=[CH:35][CH:34]=4)[N:32]=3)=[CH:23][N:24]=2)=[O:47])=[CH:44][N:45]=1. The yield is 0.300. (2) The reactants are [Cl:1][C:2]1[C:7](I)=[CH:6][C:5]([NH:9][CH2:10][C:11]([N:13]2[CH2:18][CH2:17][N:16]([C:19]([O:21][C:22]([CH3:25])([CH3:24])[CH3:23])=[O:20])[CH2:15][CH2:14]2)=[O:12])=[C:4]([O:26][CH3:27])[CH:3]=1.[Cl:28][C:29]1[CH:34]=[CH:33][CH:32]=[CH:31][C:30]=1B(O)O.C([O-])([O-])=O.[Na+].[Na+]. The catalyst is O1CCOCC1.O.C1C=CC([P]([Pd]([P](C2C=CC=CC=2)(C2C=CC=CC=2)C2C=CC=CC=2)([P](C2C=CC=CC=2)(C2C=CC=CC=2)C2C=CC=CC=2)[P](C2C=CC=CC=2)(C2C=CC=CC=2)C2C=CC=CC=2)(C2C=CC=CC=2)C2C=CC=CC=2)=CC=1. The product is [C:22]([O:21][C:19]([N:16]1[CH2:17][CH2:18][N:13]([C:11](=[O:12])[CH2:10][NH:9][C:5]2[CH:6]=[C:7]([C:30]3[CH:31]=[CH:32][CH:33]=[CH:34][C:29]=3[Cl:28])[C:2]([Cl:1])=[CH:3][C:4]=2[O:26][CH3:27])[CH2:14][CH2:15]1)=[O:20])([CH3:25])([CH3:24])[CH3:23]. The yield is 0.760. (3) The product is [C:27]([O:26][C:24]([N:7]1[C:6]2[CH:5]=[CH:4][CH:3]=[C:2]([Br:1])[C:11]=2[O:10][C@@H:9]([CH2:12][N:31]=[N+:32]=[N-:33])[CH2:8]1)=[O:25])([CH3:30])([CH3:29])[CH3:28]. The reactants are [Br:1][C:2]1[C:11]2[O:10][C@@H:9]([CH2:12]OS(C3C=CC(C)=CC=3)(=O)=O)[CH2:8][N:7]([C:24]([O:26][C:27]([CH3:30])([CH3:29])[CH3:28])=[O:25])[C:6]=2[CH:5]=[CH:4][CH:3]=1.[N-:31]=[N+:32]=[N-:33].[Na+]. The yield is 0.970. The catalyst is CN(C)C=O. (4) The reactants are [N:1]([C:4]1[CH:17]=[C:16]2[C:7]([O:8][C:9]3[C:10]([F:26])=[CH:11][C:12]([O:24][CH3:25])=[CH:13][C:14]=3[C@@:15]32[CH2:22][CH2:21][O:20][C:19]([NH2:23])=[N:18]3)=[CH:6][CH:5]=1)=[N+]=[N-].CP(C)C. The catalyst is C1COCC1.O. The product is [F:26][C:10]1[C:9]2[O:8][C:7]3[C:16](=[CH:17][C:4]([NH2:1])=[CH:5][CH:6]=3)[C@@:15]3([CH2:22][CH2:21][O:20][C:19]([NH2:23])=[N:18]3)[C:14]=2[CH:13]=[C:12]([O:24][CH3:25])[CH:11]=1. The yield is 0.380.